Dataset: Reaction yield outcomes from USPTO patents with 853,638 reactions. Task: Predict the reaction yield, written as a fraction of the theoretical maximum amount of product (1.0 means a 100% yield; for example, 0.34 means a 34% yield). (1) The reactants are [Cl:1][C:2]1[N:7]=[CH:6][C:5]([OH:8])=[C:4]([I:9])[CH:3]=1.C(=O)([O-])[O-].[K+].[K+].[CH2:16](I)[CH3:17]. The catalyst is CN(C=O)C. The product is [Cl:1][C:2]1[CH:3]=[C:4]([I:9])[C:5]([O:8][CH2:16][CH3:17])=[CH:6][N:7]=1. The yield is 0.930. (2) The reactants are FC(F)(F)C(O)=O.[NH:8]1[C:16]2[C:11](=[CH:12][CH:13]=[CH:14][C:15]=2[CH:17]([C:22]2[CH:27]=[CH:26][CH:25]=[CH:24][CH:23]=2)[CH2:18][CH2:19][NH:20][CH3:21])[CH:10]=[N:9]1.O([C:36]([O:38][C:39]([CH3:42])([CH3:41])[CH3:40])=[O:37])[C:36]([O:38][C:39]([CH3:42])([CH3:41])[CH3:40])=[O:37]. The catalyst is C(Cl)Cl. The product is [C:39]([O:38][C:36](=[O:37])[N:20]([CH2:19][CH2:18][CH:17]([C:15]1[CH:14]=[CH:13][CH:12]=[C:11]2[C:16]=1[NH:8][N:9]=[CH:10]2)[C:22]1[CH:23]=[CH:24][CH:25]=[CH:26][CH:27]=1)[CH3:21])([CH3:40])([CH3:41])[CH3:42]. The yield is 1.00. (3) The reactants are [CH3:1][C:2]([O:4][C@H:5]1[C:14]2[C@@:15]3([CH3:30])[C@@H:26]([CH2:27][O:28][CH3:29])[O:25][C:23](=[O:24])[C:17]4=[CH:18][O:19][C:20]([C:21](=[O:22])[C:13]=2[C@@H:8]2[CH2:9][CH2:10][C:11](=[O:12])[C@@:7]2([CH3:31])[CH2:6]1)=[C:16]34)=[O:3].[CH2:32]([NH:35][CH2:36][CH:37]=[CH2:38])[CH:33]=[CH2:34].[C:39]1([O:45][CH3:46])[CH:44]=[CH:43][CH:42]=[CH:41][CH:40]=1. The catalyst is C1COCC1. The product is [CH3:1][C:2]([O:4][C@H:5]1[C:14]2[C@:15]3([CH3:30])[C:16](=[C:20]([OH:19])[C:21](=[O:22])[C:13]=2[C@@H:8]2[CH2:9][CH2:10][C:11](=[O:12])[C@@:7]2([CH3:31])[CH2:6]1)/[C:17](=[CH:18]\[N:35]([CH2:36][CH:37]=[CH2:38])[CH2:32][CH:33]=[CH2:34])/[C:23](=[O:24])[O:25][C@@H:26]3[CH2:27][O:28][CH3:29])=[O:3].[C:39]1([O:45][CH3:46])[CH:44]=[CH:43][CH:42]=[CH:41][CH:40]=1. The yield is 0.780.